From a dataset of Acute oral toxicity (LD50) regression data from Zhu et al.. Regression/Classification. Given a drug SMILES string, predict its toxicity properties. Task type varies by dataset: regression for continuous values (e.g., LD50, hERG inhibition percentage) or binary classification for toxic/non-toxic outcomes (e.g., AMES mutagenicity, cardiotoxicity, hepatotoxicity). Dataset: ld50_zhu. (1) The drug is CC(=O)Nc1ccc(OC(=O)c2ccccc2OC(C)=O)cc1. The rat oral LD50 is 1.95, given as -log10 of the dose in mol/kg body weight (higher means more acutely toxic). (2) The molecule is CN(C)c1ccc(C(=N)c2ccc(N(C)C)cc2)cc1. The rat oral LD50 is 1.95, given as -log10 of the dose in mol/kg body weight (higher means more acutely toxic). (3) The rat oral LD50 is 2.92, given as -log10 of the dose in mol/kg body weight (higher means more acutely toxic). The compound is CCOC(C1=NCC(CC)(CC)CN1)c1ccc(Cl)cc1. (4) The drug is CCOP(=S)(OC)Oc1cnn(C)c(=O)c1OC. The rat oral LD50 is 4.81, given as -log10 of the dose in mol/kg body weight (higher means more acutely toxic). (5) The compound is O=C(O)Cn1c(=O)n(Cc2ccc(Br)cc2F)c(=O)c2ccc(F)cc21. The rat oral LD50 is 2.30, given as -log10 of the dose in mol/kg body weight (higher means more acutely toxic). (6) The compound is N#Cc1c(Cl)c(Cl)c(Cl)c(C#N)c1Cl. The rat oral LD50 is 1.43, given as -log10 of the dose in mol/kg body weight (higher means more acutely toxic). (7) The drug is Cc1ccc(S(=O)(=O)Oc2c(C(=O)c3ccc(Cl)cc3Cl)c(C)nn2C)cc1. The rat oral LD50 is 1.66, given as -log10 of the dose in mol/kg body weight (higher means more acutely toxic). (8) The molecule is Cc1ccc(N)cc1Br. The rat oral LD50 is 3.01, given as -log10 of the dose in mol/kg body weight (higher means more acutely toxic). (9) The molecule is C=CS(=O)(=O)C=C. The rat oral LD50 is 3.57, given as -log10 of the dose in mol/kg body weight (higher means more acutely toxic). (10) The compound is CCC(C)(C)c1ccc(Cl)c(OC(=O)NC)c1. The rat oral LD50 is 3.53, given as -log10 of the dose in mol/kg body weight (higher means more acutely toxic).